Predict the reactants needed to synthesize the given product. From a dataset of Full USPTO retrosynthesis dataset with 1.9M reactions from patents (1976-2016). (1) Given the product [CH2:1]([O:8][C:9](=[O:31])[C@H:10]([CH2:16][CH2:17][CH2:18][CH2:19][NH:20][C:21]([O:23][CH2:24][C:25]1[CH:26]=[CH:27][CH:28]=[CH:29][CH:30]=1)=[O:22])[N:11]([CH2:12][CH:13]([CH3:15])[CH3:14])[S:39]([C:36]1[CH:37]=[CH:38][C:33]([I:32])=[CH:34][CH:35]=1)(=[O:41])=[O:40])[C:2]1[CH:3]=[CH:4][CH:5]=[CH:6][CH:7]=1, predict the reactants needed to synthesize it. The reactants are: [CH2:1]([O:8][C:9](=[O:31])[C@H:10]([CH2:16][CH2:17][CH2:18][CH2:19][NH:20][C:21]([O:23][CH2:24][C:25]1[CH:30]=[CH:29][CH:28]=[CH:27][CH:26]=1)=[O:22])[NH:11][CH2:12][CH:13]([CH3:15])[CH3:14])[C:2]1[CH:7]=[CH:6][CH:5]=[CH:4][CH:3]=1.[I:32][C:33]1[CH:38]=[CH:37][C:36]([S:39](Cl)(=[O:41])=[O:40])=[CH:35][CH:34]=1. (2) The reactants are: C(NC(C)C)(C)C.C([Li])CCC.[C:13]([OH:17])(=[O:16])[CH2:14][CH3:15].Br[CH2:19][CH2:20][CH2:21][C:22]1[CH:27]=[CH:26][CH:25]=[CH:24][CH:23]=1. Given the product [CH3:15][CH:14]([CH2:19][CH2:20][CH2:21][C:22]1[CH:27]=[CH:26][CH:25]=[CH:24][CH:23]=1)[C:13]([OH:17])=[O:16], predict the reactants needed to synthesize it. (3) Given the product [NH2:36][C:32]1[N:33]=[CH:34][N:35]=[C:30]([C:2]2[NH:6][C:5]([C:15]3[CH:20]=[C:19]([C:21]([F:23])([F:22])[F:24])[CH:18]=[CH:17][C:16]=3[CH2:25][CH3:26])=[C:4]([C:27]#[N:28])[CH:3]=2)[CH:31]=1, predict the reactants needed to synthesize it. The reactants are: Br[C:2]1[N:6](COCC[Si](C)(C)C)[C:5]([C:15]2[CH:20]=[C:19]([C:21]([F:24])([F:23])[F:22])[CH:18]=[CH:17][C:16]=2[CH2:25][CH3:26])=[C:4]([C:27]#[N:28])[CH:3]=1.Cl[C:30]1[N:35]=[CH:34][N:33]=[C:32]([NH:36]C)[CH:31]=1. (4) Given the product [C:2]([O:6][C:7](=[O:11])[CH2:8][CH2:9][NH:10][CH2:15][C:16]1[C:21]([Cl:22])=[N:20][C:19]([C:23](=[O:25])[CH3:24])=[CH:18][CH:17]=1)([CH3:5])([CH3:4])[CH3:3], predict the reactants needed to synthesize it. The reactants are: Cl.[C:2]([O:6][C:7](=[O:11])[CH2:8][CH2:9][NH2:10])([CH3:5])([CH3:4])[CH3:3].[H-].[Na+].Br[CH2:15][C:16]1[CH:17]=[CH:18][C:19]([C:23](=[O:25])[CH3:24])=[N:20][C:21]=1[Cl:22]. (5) Given the product [CH2:59]([NH:66][C:21](=[O:22])[CH2:20][O:19][C:18]1[C:17]([CH3:27])=[CH:16][C:15]([C:7]2[NH:6][C:5](=[O:28])[C:4]3[C:9](=[CH:10][C:11]([O:13][CH3:14])=[CH:12][C:3]=3[O:2][CH3:1])[N:8]=2)=[CH:25][C:24]=1[CH3:26])[C:60]1[CH:65]=[CH:64][CH:63]=[CH:62][CH:61]=1, predict the reactants needed to synthesize it. The reactants are: [CH3:1][O:2][C:3]1[CH:12]=[C:11]([O:13][CH3:14])[CH:10]=[C:9]2[C:4]=1[C:5](=[O:28])[NH:6][C:7]([C:15]1[CH:25]=[C:24]([CH3:26])[C:18]([O:19][CH2:20][C:21](O)=[O:22])=[C:17]([CH3:27])[CH:16]=1)=[N:8]2.Cl.C(N=C=NCCCN(C)C)C.O.ON1C2C=CC=CC=2N=N1.CN1CCOCC1.[CH2:59]([NH2:66])[C:60]1[CH:65]=[CH:64][CH:63]=[CH:62][CH:61]=1. (6) Given the product [F:9][C:3]1[CH:4]=[C:5]([OH:8])[CH:6]=[CH:7][C:2]=1[NH:1][C:17]([C:14]1[C:13](=[O:20])[N:12]([C:21]2[CH:22]=[CH:23][CH:24]=[CH:25][CH:26]=2)[N:11]([CH3:10])[C:15]=1[CH3:16])=[O:18], predict the reactants needed to synthesize it. The reactants are: [NH2:1][C:2]1[CH:7]=[CH:6][C:5]([OH:8])=[CH:4][C:3]=1[F:9].[CH3:10][N:11]1[C:15]([CH3:16])=[C:14]([C:17](O)=[O:18])[C:13](=[O:20])[N:12]1[C:21]1[CH:26]=[CH:25][CH:24]=[CH:23][CH:22]=1.CCN=C=NCCCN(C)C.C1C=NC2N(O)N=NC=2C=1. (7) The reactants are: [C:1]([C:4]1[CH:5]=[N:6][CH:7]=[CH:8][CH:9]=1)(=O)[CH3:2].Cl.[F:11][C:12]1[CH:17]=[CH:16][C:15]([NH:18][NH2:19])=[CH:14][CH:13]=1.Cl. Given the product [F:11][C:12]1[CH:17]=[CH:16][C:15]([NH:18]/[N:19]=[C:1](\[C:4]2[CH:5]=[N:6][CH:7]=[CH:8][CH:9]=2)/[CH3:2])=[CH:14][CH:13]=1, predict the reactants needed to synthesize it.